Dataset: Peptide-MHC class II binding affinity with 134,281 pairs from IEDB. Task: Regression. Given a peptide amino acid sequence and an MHC pseudo amino acid sequence, predict their binding affinity value. This is MHC class II binding data. The peptide sequence is GAFLVRNGKKLIPSW. The MHC is DRB5_0101 with pseudo-sequence DRB5_0101. The binding affinity (normalized) is 1.00.